From a dataset of Forward reaction prediction with 1.9M reactions from USPTO patents (1976-2016). Predict the product of the given reaction. (1) Given the reactants C([N:8]1[CH2:12][C@@H:11]2[C@@H:13]([NH:16][C:17](=[O:33])[CH:18]([C:26]3[CH:31]=[CH:30][C:29]([F:32])=[CH:28][CH:27]=3)[C:19]3[CH:24]=[CH:23][C:22]([F:25])=[CH:21][CH:20]=3)[CH2:14][CH2:15][C@@H:10]2[CH2:9]1)C1C=CC=CC=1.[H][H], predict the reaction product. The product is: [F:32][C:29]1[CH:30]=[CH:31][C:26]([CH:18]([C:19]2[CH:20]=[CH:21][C:22]([F:25])=[CH:23][CH:24]=2)[C:17]([NH:16][C@@H:13]2[C@@H:11]3[C@@H:10]([CH2:9][NH:8][CH2:12]3)[CH2:15][CH2:14]2)=[O:33])=[CH:27][CH:28]=1. (2) Given the reactants [CH2:1]([O:8][C:9]1[CH:14]=[C:13]([CH3:15])[C:12](B(O)O)=[C:11]([CH3:19])[CH:10]=1)[C:2]1[CH:7]=[CH:6][CH:5]=[CH:4][CH:3]=1.Br[C:21]1[CH:22]=[C:23]([CH:28]=[CH:29][C:30]=1[CH3:31])[C:24]([O:26][CH3:27])=[O:25].C1(P(C2CCCCC2)C2C=CC=CC=2C2C(OC)=CC=CC=2OC)CCCCC1, predict the reaction product. The product is: [CH2:1]([O:8][C:9]1[CH:14]=[C:13]([CH3:15])[C:12]([C:29]2[C:30]([CH3:31])=[CH:21][CH:22]=[C:23]([C:24]([O:26][CH3:27])=[O:25])[CH:28]=2)=[C:11]([CH3:19])[CH:10]=1)[C:2]1[CH:7]=[CH:6][CH:5]=[CH:4][CH:3]=1. (3) Given the reactants Br[C:2]1[CH:3]=[C:4]([S:12]([NH2:15])(=[O:14])=[O:13])[CH:5]=[C:6]([CH:10]=[O:11])[C:7]=1[O:8][CH3:9].[C:16]1(B(O)O)[CH:21]=[CH:20][CH:19]=[CH:18][CH:17]=1, predict the reaction product. The product is: [CH:10]([C:6]1[CH:5]=[C:4]([S:12]([NH2:15])(=[O:14])=[O:13])[CH:3]=[C:2]([C:16]2[CH:21]=[CH:20][CH:19]=[CH:18][CH:17]=2)[C:7]=1[O:8][CH3:9])=[O:11].